From a dataset of Full USPTO retrosynthesis dataset with 1.9M reactions from patents (1976-2016). Predict the reactants needed to synthesize the given product. (1) Given the product [S-:1][C:2]#[N:3].[CH3:5][N:6]([C+:8]([N:11]([CH3:13])[CH3:12])[Cl:9])[CH3:7], predict the reactants needed to synthesize it. The reactants are: [S-:1][C:2]#[N:3].[Na+].[CH3:5][N:6]([C:8]([N:11]([CH3:13])[CH3:12])(Cl)[Cl:9])[CH3:7]. (2) Given the product [ClH:12].[Cl:12][C:11]1[CH:7]=[C:3]([C:4]([NH2:6])=[O:5])[C:1](=[NH:2])[N:31]([CH2:30][C:21]2[CH:22]=[C:23]([C:26]([F:29])([F:27])[F:28])[CH:24]=[CH:25][C:20]=2[S:17]([CH3:16])(=[O:19])=[O:18])[CH:10]=1, predict the reactants needed to synthesize it. The reactants are: [C:1]([CH:3]([CH:7]1[C:11]([Cl:12])=[C:10](Cl)C(=O)O1)[C:4]([NH2:6])=[O:5])#[N:2].Cl.[CH3:16][S:17]([C:20]1[CH:25]=[CH:24][C:23]([C:26]([F:29])([F:28])[F:27])=[CH:22][C:21]=1[CH2:30][NH2:31])(=[O:19])=[O:18].C(=O)([O-])[O-].[K+].[K+].[OH-].[Na+]. (3) The reactants are: [F:1][C:2]1[C:7]([O:8][CH3:9])=[CH:6][C:5]([O:10][CH3:11])=[C:4]([F:12])[C:3]=1[N:13]1[CH2:18][C:17]2[CH:19]=[N:20][C:21]3[NH:25][N:24]=[CH:23][C:22]=3[C:16]=2[N:15]([C:26]2[C:27]([F:36])=[C:28]([CH:33]=[CH:34][CH:35]=2)[C:29]([O:31]C)=[O:30])[C:14]1=[O:37].O.O.[OH-].[Li+].Cl. Given the product [F:12][C:4]1[C:5]([O:10][CH3:11])=[CH:6][C:7]([O:8][CH3:9])=[C:2]([F:1])[C:3]=1[N:13]1[CH2:18][C:17]2[CH:19]=[N:20][C:21]3[NH:25][N:24]=[CH:23][C:22]=3[C:16]=2[N:15]([C:26]2[C:27]([F:36])=[C:28]([CH:33]=[CH:34][CH:35]=2)[C:29]([OH:31])=[O:30])[C:14]1=[O:37], predict the reactants needed to synthesize it. (4) Given the product [CH3:1][O:2][C:3](=[O:17])[C@@H:4]([NH:9][C:10]([O:12][C:13]([CH3:14])([CH3:16])[CH3:15])=[O:11])[CH2:5][C:6]([O:8][CH:18]([CH3:20])[CH3:19])=[O:7], predict the reactants needed to synthesize it. The reactants are: [CH3:1][O:2][C:3](=[O:17])[C@@H:4]([NH:9][C:10]([O:12][C:13]([CH3:16])([CH3:15])[CH3:14])=[O:11])[CH2:5][C:6]([OH:8])=[O:7].[CH:18](O)([CH3:20])[CH3:19].C(Cl)CCl. (5) Given the product [Cl:1][C:2]1[CH:3]=[C:4]([NH:9][C:10]2[C:19]3[C:14](=[CH:15][C:16]([O:27][CH3:28])=[C:17]([NH:20][C:21](=[O:26])[CH:22]=[CH:23][CH2:24][N:29]4[CH2:35][CH2:34][CH2:33][CH2:32][CH2:31][CH2:30]4)[CH:18]=3)[N:13]=[CH:12][N:11]=2)[CH:5]=[CH:6][C:7]=1[F:8], predict the reactants needed to synthesize it. The reactants are: [Cl:1][C:2]1[CH:3]=[C:4]([NH:9][C:10]2[C:19]3[C:14](=[CH:15][C:16]([O:27][CH3:28])=[C:17]([NH:20][C:21](=[O:26])[CH:22]=[CH:23][CH2:24]Cl)[CH:18]=3)[N:13]=[CH:12][N:11]=2)[CH:5]=[CH:6][C:7]=1[F:8].[NH:29]1[CH2:35][CH2:34][CH2:33][CH2:32][CH2:31][CH2:30]1.